The task is: Predict the reaction yield, written as a fraction of the theoretical maximum amount of product (1.0 means a 100% yield; for example, 0.34 means a 34% yield).. This data is from Reaction yield outcomes from USPTO patents with 853,638 reactions. The reactants are [CH:1]([NH:4][C:5]1[N:10]=[C:9]([C:11]2[C:19]3[C:14](=[N:15][CH:16]=[C:17]([NH:20][C:21]4[CH:26]=[CH:25][CH:24]=[CH:23][CH:22]=4)[CH:18]=3)[N:13](S(C3C=CC(C)=CC=3)(=O)=O)[CH:12]=2)[C:8]([C:37]#[N:38])=[CH:7][N:6]=1)([CH3:3])[CH3:2].O.O[Li].O. The catalyst is C1COCC1. The product is [CH:1]([NH:4][C:5]1[N:10]=[C:9]([C:11]2[C:19]3[C:14](=[N:15][CH:16]=[C:17]([NH:20][C:21]4[CH:26]=[CH:25][CH:24]=[CH:23][CH:22]=4)[CH:18]=3)[NH:13][CH:12]=2)[C:8]([C:37]#[N:38])=[CH:7][N:6]=1)([CH3:3])[CH3:2]. The yield is 0.500.